Dataset: Catalyst prediction with 721,799 reactions and 888 catalyst types from USPTO. Task: Predict which catalyst facilitates the given reaction. (1) Reactant: [Br:1][C:2]1[CH:19]=[N:18][C:5]2[CH2:6][CH2:7][N:8](C(=O)C(F)(F)F)[CH2:9][CH:10]([CH3:11])[C:4]=2[CH:3]=1.C([O-])([O-])=O.[K+].[K+].CO.C([O-])(O)=O.[Na+]. Product: [Br:1][C:2]1[CH:19]=[N:18][C:5]2[CH2:6][CH2:7][NH:8][CH2:9][CH:10]([CH3:11])[C:4]=2[CH:3]=1. The catalyst class is: 34. (2) Reactant: [CH2:1]([O:3][C:4]1[CH:13]=[CH:12][CH:11]=[C:10]2[C:5]=1[CH2:6][CH2:7][C:8]([NH2:17])([C:14]([OH:16])=[O:15])[CH2:9]2)[CH3:2].C(N(CC)CC)C.[C:25](=O)([O:41]N1C(=O)CCC1=O)[O:26][CH2:27][CH:28]1[C:40]2[CH:39]=[CH:38][CH:37]=[CH:36][C:35]=2[C:34]2[C:29]1=[CH:30][CH:31]=[CH:32][CH:33]=2. Product: [C:25]([CH:9]1[C:10]2[C:5](=[C:4]([O:3][CH2:1][CH3:2])[CH:13]=[CH:12][CH:11]=2)[CH2:6][CH2:7][C:8]1([NH2:17])[C:14]([OH:16])=[O:15])([O:26][CH2:27][CH:28]1[C:29]2[C:34](=[CH:33][CH:32]=[CH:31][CH:30]=2)[C:35]2[C:40]1=[CH:39][CH:38]=[CH:37][CH:36]=2)=[O:41]. The catalyst class is: 47. (3) Reactant: [C:1]([OH:14])(=O)[CH2:2][CH2:3][CH2:4][CH2:5][CH2:6][CH2:7][CH2:8][CH2:9][CH2:10][CH2:11][CH3:12].O[N:16]1[C:20](=[O:21])[CH2:19][CH2:18][C:17]1=[O:22].Cl.C(N=C=NCCCN(C)C)C. Product: [C:1]([N:16]1[C:20](=[O:21])[CH2:19][CH2:18][C:17]1=[O:22])(=[O:14])[CH2:2][CH2:3][CH2:4][CH2:5][CH2:6][CH2:7][CH2:8][CH2:9][CH2:10][CH2:11][CH3:12]. The catalyst class is: 39. (4) Reactant: C(OC([NH:8][C:9]1[CH:14]=[CH:13][CH:12]=[CH:11][C:10]=1[NH:15][C:16](/[CH:18]=[CH:19]/[C:20]1[CH:25]=[CH:24][C:23]([CH:26]([CH2:30][CH:31]2CCN(C)CC2)[C:27](O)=[O:28])=[CH:22][CH:21]=1)=[O:17])=O)(C)(C)C.C[CH2:39][N:40]([CH2:43][CH3:44])[CH2:41][CH3:42].CN(C(ON1N=NC2C=CC=NC1=2)=[N+](C)C)C.F[P-](F)(F)(F)(F)F.[Br:69][C:70]1[CH:75]=[CH:74][C:73]([NH2:76])=[CH:72][CH:71]=1.Cl.CO.C([O-])(O)=O.[Na+]. Product: [NH2:8][C:9]1[CH:14]=[CH:13][CH:12]=[CH:11][C:10]=1[NH:15][C:16](=[O:17])/[CH:18]=[CH:19]/[C:20]1[CH:21]=[CH:22][C:23]([CH:26]([C:27](=[O:28])[NH:76][C:73]2[CH:74]=[CH:75][C:70]([Br:69])=[CH:71][CH:72]=2)[CH2:30][CH:31]2[CH2:44][CH2:43][N:40]([CH3:39])[CH2:41][CH2:42]2)=[CH:24][CH:25]=1. The catalyst class is: 2.